This data is from Full USPTO retrosynthesis dataset with 1.9M reactions from patents (1976-2016). The task is: Predict the reactants needed to synthesize the given product. (1) Given the product [CH3:23][O:24][CH2:25][CH2:26][S:27]([O:22][C:18]1[CH:19]=[CH:20][CH:21]=[C:16]([C:8]2([C:4]3[CH:5]=[CH:6][CH:7]=[C:2]([Br:1])[CH:3]=3)[C:9](=[O:15])[N:10]([CH3:14])[C:11](=[S:13])[NH:12]2)[CH:17]=1)(=[O:29])=[O:28], predict the reactants needed to synthesize it. The reactants are: [Br:1][C:2]1[CH:3]=[C:4]([C:8]2([C:16]3[CH:21]=[CH:20][CH:19]=[C:18]([OH:22])[CH:17]=3)[NH:12][C:11](=[S:13])[N:10]([CH3:14])[C:9]2=[O:15])[CH:5]=[CH:6][CH:7]=1.[CH3:23][O:24][CH2:25][CH2:26][S:27](Cl)(=[O:29])=[O:28]. (2) The reactants are: [NH2:1][C@@H:2]([CH3:15])[CH2:3][O:4][C:5]1[CH:14]=[CH:13][C:8]([C:9]([O:11][CH3:12])=[O:10])=[CH:7][CH:6]=1.CCN(CC)CC.[C:23](O[C:23]([C:25]([F:28])([F:27])[F:26])=[O:24])([C:25]([F:28])([F:27])[F:26])=[O:24]. Given the product [F:26][C:25]([F:28])([F:27])[C:23]([NH:1][C@@H:2]([CH3:15])[CH2:3][O:4][C:5]1[CH:14]=[CH:13][C:8]([C:9]([O:11][CH3:12])=[O:10])=[CH:7][CH:6]=1)=[O:24], predict the reactants needed to synthesize it. (3) Given the product [Cl:2][CH:1]([Cl:3])[B:9]1[O:13][CH:14]2[CH2:15][C@@H:24]3[CH2:28][C@H:20]([C@:17]2([CH3:18])[O:16]1)[C:25]3([CH3:27])[CH3:26], predict the reactants needed to synthesize it. The reactants are: [CH2:1]([Cl:3])[Cl:2].[Li]CCCC.[B:9]([O:16][CH2:17][CH3:18])([O:13][CH2:14][CH3:15])OCC.Cl.[C:20]12(O)[CH2:28][CH:24]([C:25]1([CH3:27])[CH3:26])CCC2(O)C. (4) Given the product [O:56]1[CH2:57][CH2:58][N:53]([CH2:52][CH2:51][O:27][C:26]([C:25]2[CH:24]=[C:23]([CH:31]=[CH:30][CH:29]=2)[CH2:22][N:13]2[C:12](=[O:32])[C:11]3([CH2:33][CH2:34][N:8]([C:6]([O:5][C:1]([CH3:4])([CH3:2])[CH3:3])=[O:7])[CH2:9][CH2:10]3)[N:15]([C:16]3[CH:21]=[CH:20][CH:19]=[CH:18][CH:17]=3)[CH2:14]2)=[O:28])[CH2:54][CH2:55]1, predict the reactants needed to synthesize it. The reactants are: [C:1]([O:5][C:6]([N:8]1[CH2:34][CH2:33][C:11]2([N:15]([C:16]3[CH:21]=[CH:20][CH:19]=[CH:18][CH:17]=3)[CH2:14][N:13]([CH2:22][C:23]3[CH:24]=[C:25]([CH:29]=[CH:30][CH:31]=3)[C:26]([OH:28])=[O:27])[C:12]2=[O:32])[CH2:10][CH2:9]1)=[O:7])([CH3:4])([CH3:3])[CH3:2].C1(N=C=NC2CCCCC2)CCCCC1.O[CH2:51][CH2:52][N:53]1[CH2:58][CH2:57][O:56][CH2:55][CH2:54]1.